Dataset: CYP2D6 inhibition data for predicting drug metabolism from PubChem BioAssay. Task: Regression/Classification. Given a drug SMILES string, predict its absorption, distribution, metabolism, or excretion properties. Task type varies by dataset: regression for continuous measurements (e.g., permeability, clearance, half-life) or binary classification for categorical outcomes (e.g., BBB penetration, CYP inhibition). Dataset: cyp2d6_veith. The molecule is CCNc1ncc2nc(-c3cc(F)cc(F)c3)c(=O)n(CCOC)c2n1. The result is 1 (inhibitor).